This data is from Reaction yield outcomes from USPTO patents with 853,638 reactions. The task is: Predict the reaction yield, written as a fraction of the theoretical maximum amount of product (1.0 means a 100% yield; for example, 0.34 means a 34% yield). (1) The reactants are Br[CH2:2][C:3]1[CH:12]=[C:11]([N+:13]([O-:15])=[O:14])[C:10]([O:16][CH3:17])=[CH:9][C:4]=1[C:5](OC)=[O:6].C[CH2:19][N:20](CC)CC.CN.CCO.Cl. The catalyst is CO.CCOC(C)=O. The product is [CH3:17][O:16][C:10]1[CH:9]=[C:4]2[C:3]([CH2:2][N:20]([CH3:19])[C:5]2=[O:6])=[CH:12][C:11]=1[N+:13]([O-:15])=[O:14]. The yield is 0.750. (2) The reactants are [CH2:1]([C:4]1[CH:9]=[CH:8][C:7]([O:10][C:11](=[O:14])[CH2:12][NH2:13])=[C:6]([O:15][CH3:16])[CH:5]=1)[CH:2]=[CH2:3].[CH:17]1[CH:22]=[N:21][CH:20]=[C:19]([C:23](O)=[O:24])[CH:18]=1.CN1CCOCC1.CCN=C=NCCCN(C)C.Cl. The catalyst is C(Cl)Cl. The product is [CH2:1]([C:4]1[CH:9]=[CH:8][C:7]([O:10][C:11](=[O:14])[CH2:12][NH:13][C:23]([C:19]2[CH:20]=[N:21][CH:22]=[CH:17][CH:18]=2)=[O:24])=[C:6]([O:15][CH3:16])[CH:5]=1)[CH:2]=[CH2:3]. The yield is 0.430. (3) The reactants are [C:1]([O:5][C:6](=[O:19])[NH:7][CH2:8][CH2:9][CH2:10][CH2:11][C:12]1[CH:17]=[CH:16][C:15]([OH:18])=[CH:14][CH:13]=1)([CH3:4])([CH3:3])[CH3:2].C([O-])([O-])=O.[Cs+].[Cs+].I[CH2:27][C:28]#[N:29]. The catalyst is CN(C=O)C. The product is [C:1]([O:5][C:6](=[O:19])[NH:7][CH2:8][CH2:9][CH2:10][CH2:11][C:12]1[CH:13]=[CH:14][C:15]([O:18][CH2:27][C:28]#[N:29])=[CH:16][CH:17]=1)([CH3:4])([CH3:2])[CH3:3]. The yield is 0.380. (4) The reactants are Br[C:2]1[CH:3]=[C:4]([C@H:8]2[N:11]([C:12]3[CH:17]=[CH:16][C:15]([F:18])=[CH:14][CH:13]=3)[C:10](=[O:19])[C@@H:9]2[CH2:20][CH2:21][C@@H:22]([C:24]2[CH:29]=[CH:28][C:27]([F:30])=[CH:26][CH:25]=2)[OH:23])[CH:5]=[CH:6][CH:7]=1.[OH:31][C:32]1[CH:33]=[C:34](B(O)O)[CH:35]=[CH:36][CH:37]=1. No catalyst specified. The product is [F:18][C:15]1[CH:16]=[CH:17][C:12]([N:11]2[C@H:8]([C:4]3[CH:3]=[C:2]([C:36]4[CH:35]=[CH:34][CH:33]=[C:32]([OH:31])[CH:37]=4)[CH:7]=[CH:6][CH:5]=3)[C@@H:9]([CH2:20][CH2:21][C@@H:22]([C:24]3[CH:29]=[CH:28][C:27]([F:30])=[CH:26][CH:25]=3)[OH:23])[C:10]2=[O:19])=[CH:13][CH:14]=1. The yield is 0.450. (5) The reactants are [NH2:1][C:2]1[C:7]([C:8]#[C:9][CH2:10][OH:11])=[N:6][C:5]([S:12][CH3:13])=[CH:4][N:3]=1. The catalyst is CC(C)=O.[O-2].[O-2].[Mn+4]. The product is [CH3:13][S:12][C:5]1[N:6]=[C:7]2[CH:8]=[C:9]([CH:10]=[O:11])[NH:1][C:2]2=[N:3][CH:4]=1. The yield is 0.493. (6) The reactants are C(=O)([O-])[O-].[Cs+].[Cs+].Br[C:8]1[CH:13]=[CH:12][C:11]([Cl:14])=[CH:10][CH:9]=1.[CH3:15][O:16][C:17]1[CH:22]=[CH:21][C:20]([OH:23])=[CH:19][CH:18]=1. The catalyst is O1CCOCC1.Cl.CN(C)CC(O)=O. The product is [CH3:15][O:16][C:17]1[CH:22]=[CH:21][C:20]([O:23][C:8]2[CH:13]=[CH:12][C:11]([Cl:14])=[CH:10][CH:9]=2)=[CH:19][CH:18]=1. The yield is 1.00. (7) The reactants are [C:1]1([C:7]#[CH:8])[CH:6]=[CH:5][CH:4]=[CH:3][CH:2]=1.[Br:9][C:10]1[CH:11]=[CH:12][C:13]([O:18][CH:19]([CH3:21])[CH3:20])=[C:14]([CH:17]=1)[CH:15]=[O:16]. The catalyst is C1COCC1.O1CCOCC1.O=[Mn]=O. The product is [Br:9][C:10]1[CH:11]=[CH:12][C:13]([O:18][CH:19]([CH3:21])[CH3:20])=[C:14]([C:15](=[O:16])[C:8]#[C:7][C:1]2[CH:6]=[CH:5][CH:4]=[CH:3][CH:2]=2)[CH:17]=1. The yield is 0.765. (8) The reactants are [Si:1]([O:8][CH2:9][C:10]1([CH3:30])[S:16][CH2:15][CH2:14][N:13]2[C:17]([C:20]3([C:23]4[CH:28]=[CH:27][C:26](Cl)=[CH:25][CH:24]=4)[CH2:22][CH2:21]3)=[N:18][N:19]=[C:12]2[CH2:11]1)([C:4]([CH3:7])([CH3:6])[CH3:5])([CH3:3])[CH3:2].[N:31]1[CH:36]=[CH:35][CH:34]=[C:33](B(O)O)[CH:32]=1.C1(P(C2CCCCC2)C2CCCCC2)CCCCC1.P([O-])([O-])([O-])=O.[K+].[K+].[K+].C(=O)([O-])O.[Na+]. The catalyst is O1CCOCC1.O.C1C=CC(/C=C/C(/C=C/C2C=CC=CC=2)=O)=CC=1.C1C=CC(/C=C/C(/C=C/C2C=CC=CC=2)=O)=CC=1.C1C=CC(/C=C/C(/C=C/C2C=CC=CC=2)=O)=CC=1.[Pd].[Pd]. The product is [Si:1]([O:8][CH2:9][C:10]1([CH3:30])[S:16][CH2:15][CH2:14][N:13]2[C:17]([C:20]3([C:23]4[CH:28]=[CH:27][C:26]([C:33]5[CH:32]=[N:31][CH:36]=[CH:35][CH:34]=5)=[CH:25][CH:24]=4)[CH2:22][CH2:21]3)=[N:18][N:19]=[C:12]2[CH2:11]1)([C:4]([CH3:7])([CH3:6])[CH3:5])([CH3:3])[CH3:2]. The yield is 0.820. (9) The reactants are N[C:2]1[CH:11]=[CH:10][CH:9]=[C:8]2[C:3]=1[C:4]([Br:12])=[CH:5][N:6]=[CH:7]2.CCO.N([O-])=O.[Na+].[F:20][B-](F)(F)F.[H+]. The catalyst is O.CCOCC. The product is [Br:12][C:4]1[C:3]2[C:8](=[CH:9][CH:10]=[CH:11][C:2]=2[F:20])[CH:7]=[N:6][CH:5]=1. The yield is 0.420.